This data is from Peptide-MHC class I binding affinity with 185,985 pairs from IEDB/IMGT. The task is: Regression. Given a peptide amino acid sequence and an MHC pseudo amino acid sequence, predict their binding affinity value. This is MHC class I binding data. (1) The peptide sequence is VSVSAGKDF. The MHC is SLA-20401 with pseudo-sequence SLA-20401. The binding affinity (normalized) is 0.0847. (2) The peptide sequence is AMITYITRK. The MHC is HLA-A24:03 with pseudo-sequence HLA-A24:03. The binding affinity (normalized) is 0.0847. (3) The peptide sequence is MPRLSRNAA. The MHC is HLA-B39:01 with pseudo-sequence HLA-B39:01. The binding affinity (normalized) is 0.490. (4) The binding affinity (normalized) is 0.0847. The peptide sequence is HTTTGRTSL. The MHC is HLA-A31:01 with pseudo-sequence HLA-A31:01.